Dataset: Reaction yield outcomes from USPTO patents with 853,638 reactions. Task: Predict the reaction yield, written as a fraction of the theoretical maximum amount of product (1.0 means a 100% yield; for example, 0.34 means a 34% yield). (1) The reactants are [H-].[Na+].[CH2:3]([N:10]1[CH2:15][CH2:14][C:13]([C:18]2[CH:19]=[N:20][CH:21]=[CH:22][CH:23]=2)([NH:16][CH3:17])[CH2:12][CH2:11]1)[C:4]1[CH:9]=[CH:8][CH:7]=[CH:6][CH:5]=1.Cl[C:25]([O:27][CH3:28])=[O:26]. The catalyst is C1COCC1. The product is [CH2:3]([N:10]1[CH2:11][CH2:12][C:13]([N:16]([CH3:17])[C:25](=[O:26])[O:27][CH3:28])([C:18]2[CH:19]=[N:20][CH:21]=[CH:22][CH:23]=2)[CH2:14][CH2:15]1)[C:4]1[CH:9]=[CH:8][CH:7]=[CH:6][CH:5]=1. The yield is 0.510. (2) The reactants are [NH:1]1[CH2:6][CH2:5][O:4][CH2:3][C:2]1=[O:7].[H-].[Na+].Br[CH2:11][C:12]([O:14][CH2:15][C:16]1[CH:21]=[CH:20][CH:19]=[CH:18][CH:17]=1)=[O:13].O. The catalyst is CN(C)C=O.C(OCC)(=O)C. The product is [O:7]=[C:2]1[CH2:3][O:4][CH2:5][CH2:6][N:1]1[CH2:11][C:12]([O:14][CH2:15][C:16]1[CH:21]=[CH:20][CH:19]=[CH:18][CH:17]=1)=[O:13]. The yield is 0.590. (3) The reactants are [CH:1]([NH:4][C:5]1[S:6][CH:7]=[C:8]([C:10]2[CH:19]=[C:18]([OH:20])[C:17]3[C:12](=[CH:13][C:14]([OH:21])=[CH:15][CH:16]=3)[N:11]=2)[N:9]=1)([CH3:3])[CH3:2].[CH3:22][CH:23]([Si:25](Cl)([CH:29]([CH3:31])[CH3:30])[CH:26]([CH3:28])[CH3:27])[CH3:24].N1C=CN=C1. The catalyst is CN(C=O)C. The product is [CH:1]([NH:4][C:5]1[S:6][CH:7]=[C:8]([C:10]2[CH:19]=[C:18]([OH:20])[C:17]3[C:12](=[CH:13][C:14]([O:21][Si:25]([CH:29]([CH3:31])[CH3:30])([CH:26]([CH3:28])[CH3:27])[CH:23]([CH3:24])[CH3:22])=[CH:15][CH:16]=3)[N:11]=2)[N:9]=1)([CH3:3])[CH3:2]. The yield is 0.990. (4) The product is [C:7]([O:9][C:10]1[CH:11]=[C:12]2[C:17](=[CH:18][C:19]=1[O:20][CH3:21])[N:16]=[CH:15][NH:14][C:13]2=[O:22])(=[O:24])[CH3:2]. The catalyst is C(#N)C. The yield is 1.00. The reactants are C(Cl)[C:2]1[CH:7]=CC=CC=1.[OH:9][C:10]1[CH:11]=[C:12]2[C:17](=[CH:18][C:19]=1[O:20][CH3:21])[N:16]=[CH:15][NH:14][C:13]2=[O:22].C(=O)([O-])[O-:24].[K+].[K+]. (5) The reactants are FC(F)(F)S(O[C:7]1[CH:16]=[CH:15][C:14]2[O:13][C@@:12]3([CH3:21])[CH2:17][CH2:18][CH2:19][O:20][C@@H:11]3[C@:10]3([CH2:25][O:24][C:23]([NH2:26])=[N:22]3)[C:9]=2[CH:8]=1)(=O)=O.[Cl:29][C:30]1[CH:31]=[C:32](B(O)O)[CH:33]=[N:34][CH:35]=1.C([O-])([O-])=O.[Na+].[Na+]. The catalyst is C1C=CC([P]([Pd]([P](C2C=CC=CC=2)(C2C=CC=CC=2)C2C=CC=CC=2)([P](C2C=CC=CC=2)(C2C=CC=CC=2)C2C=CC=CC=2)[P](C2C=CC=CC=2)(C2C=CC=CC=2)C2C=CC=CC=2)(C2C=CC=CC=2)C2C=CC=CC=2)=CC=1.O1CCOCC1. The product is [Cl:29][C:30]1[CH:31]=[C:32]([C:7]2[CH:16]=[CH:15][C:14]3[O:13][C@@:12]4([CH3:21])[CH2:17][CH2:18][CH2:19][O:20][C@@H:11]4[C@:10]4([CH2:25][O:24][C:23]([NH2:26])=[N:22]4)[C:9]=3[CH:8]=2)[CH:33]=[N:34][CH:35]=1. The yield is 0.310. (6) The reactants are Cl[C:2]1[CH:7]=[N:6][CH:5]=[C:4]([Cl:8])[N:3]=1.[CH3:9][O:10][CH2:11][CH:12]1[CH2:16][CH2:15][CH2:14][NH:13]1.C(=O)([O-])[O-].[K+].[K+].O. The catalyst is CC(N(C)C)=O. The product is [Cl:8][C:4]1[CH:5]=[N:6][CH:7]=[C:2]([N:13]2[CH2:14][CH2:15][CH2:16][CH:12]2[CH2:11][O:10][CH3:9])[N:3]=1. The yield is 0.800.